Dataset: Full USPTO retrosynthesis dataset with 1.9M reactions from patents (1976-2016). Task: Predict the reactants needed to synthesize the given product. (1) Given the product [C:30]([C:13]1[CH:12]=[CH:11][C:10]2[N:9]([CH2:8][CH2:7][CH:3]3[CH2:4][CH2:5][CH2:6][N:2]3[CH3:1])[C:21]3[CH:20]=[CH:19][C:18]4[C:22](=[O:25])[CH2:23][CH2:24][C:17]=4[C:16]=3[C:15]=2[CH:14]=1)(=[O:31])[CH3:32], predict the reactants needed to synthesize it. The reactants are: [CH3:1][N:2]1[CH2:6][CH2:5][CH2:4][CH:3]1[CH2:7][CH2:8][N:9]1[C:21]2[CH:20]=[CH:19][C:18]3[C:22](=[O:25])[CH2:23][CH2:24][C:17]=3[C:16]=2[C:15]2[CH:14]=[CH:13][CH:12]=[CH:11][C:10]1=2.[Al+3].[Cl-].[Cl-].[Cl-].[C:30](Cl)([CH3:32])=[O:31].C([O-])(O)=O.[Na+]. (2) Given the product [CH2:16]([O:15][C:13]([CH:12]1[CH2:18][CH2:19][CH2:20][CH2:21][N:11]1[C:25]([C:7]1[CH:6]=[N:5][CH:4]=[CH:3][C:2]=1[CH3:1])=[O:29])=[O:14])[CH3:17], predict the reactants needed to synthesize it. The reactants are: [CH3:1][C:2]1[CH:7]=[CH:6][N:5]=[C:4](C(O)=O)[CH:3]=1.[NH:11]1[CH2:21][CH2:20][CH2:19][CH2:18][CH:12]1[C:13]([O:15][CH2:16][CH3:17])=[O:14].CN([C:25]([O:29]N1N=NC2C=CC=CC1=2)=[N+](C)C)C.F[P-](F)(F)(F)(F)F.CN1CCOCC1. (3) Given the product [Cl:11][C:4]1[C:5]2[CH:9]=[CH:8][S:7][C:6]=2[N:1]=[CH:2][N:3]=1, predict the reactants needed to synthesize it. The reactants are: [N:1]1[C:6]2[S:7][CH:8]=[CH:9][C:5]=2[C:4](=O)[NH:3][CH:2]=1.[Cl:11]C1C2SC=CC=2N=CN=1. (4) Given the product [Cl:17][C:12]1[CH:11]=[CH:10][N:9]=[C:8]([C:5]2[CH:6]=[CH:7][C:2]([Cl:1])=[CH:3][CH:4]=2)[N:13]=1, predict the reactants needed to synthesize it. The reactants are: [Cl:1][C:2]1[CH:7]=[CH:6][C:5]([C:8]2[NH:13][C:12](=O)[CH:11]=[CH:10][N:9]=2)=[CH:4][CH:3]=1.P(Cl)(Cl)([Cl:17])=O. (5) Given the product [OH:1][C:2]1[CH:9]=[CH:8][C:7]([I:10])=[C:4]([CH:3]=1)[C:5]#[N:6], predict the reactants needed to synthesize it. The reactants are: [OH:1][C:2]1[CH:3]=[C:4]([CH:7]=[CH:8][CH:9]=1)[C:5]#[N:6].[I:10]Cl.O. (6) Given the product [F:1][C:2]1[CH:11]=[CH:10][C:5]([C:6](=[O:9])[CH2:7][N:23]2[CH2:24][CH2:25][N:20]([C:15]3[CH:16]=[CH:17][CH:18]=[CH:19][N:14]=3)[CH2:21][CH2:22]2)=[CH:4][CH:3]=1, predict the reactants needed to synthesize it. The reactants are: [F:1][C:2]1[CH:11]=[CH:10][C:5]([C:6](=[O:9])[CH2:7]Cl)=[CH:4][CH:3]=1.Cl.Cl.[N:14]1[CH:19]=[CH:18][CH:17]=[CH:16][C:15]=1[N:20]1[CH2:25][CH2:24][NH:23][CH2:22][CH2:21]1.C([O-])([O-])=O.[K+].[K+].O. (7) Given the product [CH2:1]([O:3][C:4]([C:6]1[O:7][C:8]2[CH:14]=[CH:13][C:12]([C:21]3[CH:22]=[CH:17][C:18]([OH:32])=[CH:19][C:20]=3[CH3:41])=[CH:11][C:9]=2[CH:10]=1)=[O:5])[CH3:2], predict the reactants needed to synthesize it. The reactants are: [CH2:1]([O:3][C:4]([C:6]1[O:7][C:8]2[CH:14]=[CH:13][C:12](Br)=[CH:11][C:9]=2[CH:10]=1)=[O:5])[CH3:2].C[C:17]1[CH:22]=[C:21](B2OC(C)(C)C(C)(C)O2)[CH:20]=[CH:19][C:18]=1[OH:32].P([O-])([O-])([O-])=O.[K+].[K+].[K+].[C:41]1(C)C=CC=CC=1. (8) Given the product [C:38]([O:42][C:43](=[O:61])[NH:44][C@@H:45]([CH2:50][C:51]1[CH:56]=[CH:55][C:54]([C:57]([F:59])([F:58])[F:60])=[CH:53][CH:52]=1)[CH2:46][CH2:47][C:23]([NH:22][NH:30][C:11]([C:7]1[CH:6]=[C:5]2[C:10](=[CH:9][CH:8]=1)[CH:1]=[N:2][CH:3]=[CH:4]2)=[O:13])=[O:66])([CH3:40])([CH3:39])[CH3:41], predict the reactants needed to synthesize it. The reactants are: [CH:1]1[C:10]2[C:5](=[CH:6][C:7]([C:11]([OH:13])=O)=[CH:8][CH:9]=2)[CH:4]=[CH:3][N:2]=1.CN(C(O[N:22]1[N:30]=NC2C=CC=N[C:23]1=2)=[N+](C)C)C.F[P-](F)(F)(F)(F)F.[C:38]([O:42][C:43](=[O:61])[NH:44][C@@H:45]([CH2:50][C:51]1[CH:56]=[CH:55][C:54]([C:57]([F:60])([F:59])[F:58])=[CH:53][CH:52]=1)[CH2:46][CH2:47]NN)([CH3:41])([CH3:40])[CH3:39].CN(C=[O:66])C. (9) The reactants are: C([N:8]1[CH2:13][CH2:12][CH:11]([OH:14])[CH:10]([CH3:15])[CH2:9]1)C1C=CC=CC=1.C(N(CC)CC)C.[CH3:23][C:24]([CH3:29])([CH3:28])[C:25](Cl)=[O:26]. Given the product [CH3:15][C@@H:10]1[C@@H:11]([O:14][C:25](=[O:26])[C:24]([CH3:29])([CH3:28])[CH3:23])[CH2:12][CH2:13][NH:8][CH2:9]1, predict the reactants needed to synthesize it. (10) Given the product [F:23][CH2:2][C:3]1([S:6]([NH:9][C:10](=[O:16])[O:11][C:12]([CH3:15])([CH3:14])[CH3:13])(=[O:8])=[O:7])[CH2:5][CH2:4]1, predict the reactants needed to synthesize it. The reactants are: O[CH2:2][C:3]1([S:6]([NH:9][C:10](=[O:16])[O:11][C:12]([CH3:15])([CH3:14])[CH3:13])(=[O:8])=[O:7])[CH2:5][CH2:4]1.C(N(S(F)(F)[F:23])CC)C.